Predict the reaction yield, written as a fraction of the theoretical maximum amount of product (1.0 means a 100% yield; for example, 0.34 means a 34% yield). From a dataset of Reaction yield outcomes from USPTO patents with 853,638 reactions. (1) The reactants are [Br:1][C:2]1[CH:3]=[C:4]([CH:23]=[C:24]([F:26])[CH:25]=1)[CH2:5][NH:6][C:7]([C@@H:9]1[CH2:13][C@:12](O)([CH3:14])[CH2:11][N:10]1[C:16]([O:18][C:19]([CH3:22])([CH3:21])[CH3:20])=[O:17])=[O:8].C(N(S(F)(F)[F:33])CC)C. The catalyst is ClCCl. The product is [Br:1][C:2]1[CH:3]=[C:4]([CH:23]=[C:24]([F:26])[CH:25]=1)[CH2:5][NH:6][C:7]([C@@H:9]1[CH2:13][C@:12]([F:33])([CH3:14])[CH2:11][N:10]1[C:16]([O:18][C:19]([CH3:22])([CH3:21])[CH3:20])=[O:17])=[O:8]. The yield is 0.930. (2) The yield is 0.604. The product is [C:11]([C:2]1([NH:1][C:16](=[O:25])[O:17][CH2:18][C:19]2[CH:24]=[CH:23][CH:22]=[CH:21][CH:20]=2)[CH2:3][CH2:4][C:5]([F:10])([CH2:8][OH:9])[CH2:6][CH2:7]1)#[N:12]. The reactants are [NH2:1][C:2]1([C:11]#[N:12])[CH2:7][CH2:6][C:5]([F:10])([CH2:8][OH:9])[CH2:4][CH2:3]1.C(Cl)Cl.[C:16](Cl)(=[O:25])[O:17][CH2:18][C:19]1[CH:24]=[CH:23][CH:22]=[CH:21][CH:20]=1. The catalyst is O. (3) The reactants are [CH2:1](Br)[CH2:2][CH2:3][CH2:4][CH2:5][CH2:6][CH2:7][CH2:8][CH2:9][CH2:10][CH2:11][CH3:12].C(O[CH2:18][CH:19]=[CH2:20])(=O)C. No catalyst specified. The product is [CH2:12]=[CH:11][CH2:10][CH2:9][CH2:8][CH2:7][CH2:6][CH2:5][CH2:4][CH2:3][CH2:2][CH2:1][CH2:18][CH2:19][CH3:20]. The yield is 0.320. (4) The reactants are [CH:1]1([CH2:6][CH2:7][C:8]([C:10]2[CH:11]=[CH:12][C:13]3[N:14]([CH2:30][CH3:31])[C:15]4[C:20]([C:21]=3[CH:22]=2)=[CH:19][C:18]([C:23]([C:25]2[S:26][CH:27]=[CH:28][CH:29]=2)=[O:24])=[CH:17][CH:16]=4)=[O:9])[CH2:5][CH2:4][CH2:3][CH2:2]1.O1CCCC1.Cl.[N:38](OCCC(C)C)=[O:39]. The catalyst is O. The product is [S:26]1[CH:27]=[CH:28][CH:29]=[C:25]1[C:23]([C:18]1[CH:19]=[C:20]2[C:15](=[CH:16][CH:17]=1)[N:14]([CH2:30][CH3:31])[C:13]1[CH:12]=[CH:11][C:10]([C:8](=[O:9])[C:7](=[N:38][OH:39])[CH2:6][CH:1]3[CH2:5][CH2:4][CH2:3][CH2:2]3)=[CH:22][C:21]2=1)=[O:24]. The yield is 0.740. (5) The reactants are Br[C:2]1[CH:8]=[C:7]([Cl:9])[CH:6]=[CH:5][C:3]=1[NH2:4].[CH3:10][C:11]1([CH3:27])[C:15]([CH3:17])([CH3:16])[O:14][B:13]([B:13]2[O:14][C:15]([CH3:17])([CH3:16])[C:11]([CH3:27])([CH3:10])[O:12]2)[O:12]1.CC([O-])=O.[K+]. The catalyst is C1C=CC(P(C2C=CC=CC=2)[C-]2C=CC=C2)=CC=1.C1C=CC(P(C2C=CC=CC=2)[C-]2C=CC=C2)=CC=1.Cl[Pd]Cl.[Fe+2].C(Cl)Cl.CS(C)=O. The product is [Cl:9][C:7]1[CH:6]=[CH:5][C:3]([NH2:4])=[C:2]([B:13]2[O:14][C:15]([CH3:17])([CH3:16])[C:11]([CH3:27])([CH3:10])[O:12]2)[CH:8]=1. The yield is 0.860.